From a dataset of Forward reaction prediction with 1.9M reactions from USPTO patents (1976-2016). Predict the product of the given reaction. (1) Given the reactants [Cl:1][C:2]1[CH:20]=[C:19]([N+:21]([O-])=O)[CH:18]=[C:17]([Cl:24])[C:3]=1[O:4][C:5]1[CH:6]=[C:7]2[C:11](=[CH:12][CH:13]=1)[NH:10][CH:9]=[C:8]2[CH:14]([CH3:16])[CH3:15].O.O.[Sn](Cl)Cl, predict the reaction product. The product is: [Cl:24][C:17]1[CH:18]=[C:19]([CH:20]=[C:2]([Cl:1])[C:3]=1[O:4][C:5]1[CH:6]=[C:7]2[C:11](=[CH:12][CH:13]=1)[NH:10][CH:9]=[C:8]2[CH:14]([CH3:15])[CH3:16])[NH2:21]. (2) Given the reactants [O:1]1[CH2:6][CH2:5][CH2:4][O:3][CH:2]1[C:7]1[CH:8]=[N:9][C:10]([CH3:13])=[N:11][CH:12]=1.C[Si]([C:18]#[N:19])(C)C, predict the reaction product. The product is: [OH:1][CH2:6][CH2:5][CH2:4][O:3][CH:2]([C:7]1[CH:8]=[N:9][C:10]([CH3:13])=[N:11][CH:12]=1)[C:18]#[N:19].